Dataset: Reaction yield outcomes from USPTO patents with 853,638 reactions. Task: Predict the reaction yield, written as a fraction of the theoretical maximum amount of product (1.0 means a 100% yield; for example, 0.34 means a 34% yield). (1) The reactants are FC(F)(F)C(O)=O.[CH3:8][C:9]1[CH:10]=[C:11]2[C:16](=[CH:17][CH:18]=1)[N:15]=[C:14]([NH2:19])[CH:13]=[N:12]2.C(N(CC)CC)C.[C:27](N1C=CC=CC1=O)(N1C=CC=CC1=O)=[S:28]. The catalyst is C(Cl)Cl. The product is [N:19]([C:14]1[CH:13]=[N:12][C:11]2[C:16](=[CH:17][CH:18]=[C:9]([CH3:8])[CH:10]=2)[N:15]=1)=[C:27]=[S:28]. The yield is 0.380. (2) The catalyst is COCCOC. The product is [N:21]1([C:7]([C:6]2[CH:5]=[N:4][C:3]([NH:11][C:12]3[CH:17]=[CH:16][C:15]([Cl:18])=[CH:14][CH:13]=3)=[C:2]([Cl:1])[CH:10]=2)=[O:9])[CH2:22][CH2:24][CH2:38][CH2:37][CH2:27][CH2:25]1. The yield is 0.810. The reactants are [Cl:1][C:2]1[C:3]([NH:11][C:12]2[CH:17]=[CH:16][C:15]([Cl:18])=[CH:14][CH:13]=2)=[N:4][CH:5]=[C:6]([CH:10]=1)[C:7]([OH:9])=O.CC[N:21]([CH:25]([CH3:27])C)[CH:22]([CH3:24])C.CN(C(ON1N=N[C:38]2C=CC=N[C:37]1=2)=[N+](C)C)C.F[P-](F)(F)(F)(F)F. (3) The reactants are [CH2:1]([OH:5])[CH2:2][C:3]#[CH:4].C(N(CC)CC)C.[CH3:13][S:14](Cl)(=[O:16])=[O:15]. The catalyst is C(Cl)Cl. The product is [CH2:1]([O:5][S:14]([CH3:13])(=[O:16])=[O:15])[CH2:2][C:3]#[CH:4]. The yield is 0.970. (4) The reactants are [N+:1]([C:4]1[C:13]2[N:12]=[CH:11][CH:10]=[CH:9][C:8]=2[C:7]([C:14]#[N:15])=[CH:6][CH:5]=1)([O-])=O.Cl[Sn]Cl. The catalyst is Cl.CCO. The product is [NH2:1][C:4]1[C:13]2[N:12]=[CH:11][CH:10]=[CH:9][C:8]=2[C:7]([C:14]#[N:15])=[CH:6][CH:5]=1. The yield is 0.860. (5) The product is [N:40]1[CH:41]=[CH:42][CH:43]=[C:38]([C:32]2[C:33]3[N:37]=[C:1]([C:3]4[C:11]5[C:6](=[N:7][CH:8]=[C:9]([C:12]6[CH:13]=[C:14]([NH:18][C:19](=[O:22])[CH2:20][CH3:21])[CH:15]=[N:16][CH:17]=6)[CH:10]=5)[NH:5][N:4]=4)[NH:36][C:34]=3[CH:35]=[N:30][CH:31]=2)[CH:39]=1. The yield is 0.490. The reactants are [CH:1]([C:3]1[C:11]2[C:6](=[N:7][CH:8]=[C:9]([C:12]3[CH:13]=[C:14]([NH:18][C:19](=[O:22])[CH2:20][CH3:21])[CH:15]=[N:16][CH:17]=3)[CH:10]=2)[N:5](C2CCCCO2)[N:4]=1)=O.[S].[N:30]1[CH:35]=[C:34]([NH2:36])[C:33]([NH2:37])=[C:32]([C:38]2[CH:39]=[N:40][CH:41]=[CH:42][CH:43]=2)[CH:31]=1.C([SiH](CC)CC)C.C(O)(C(F)(F)F)=O. The catalyst is CN(C=O)C. (6) The reactants are [NH2:1][C:2]1[C:6]([C:7]([N:9]([O:11][CH3:12])[CH3:10])=[O:8])=[CH:5][N:4]([CH2:13][C:14]2[CH:19]=[CH:18][C:17]([O:20][CH3:21])=[CH:16][CH:15]=2)[N:3]=1.CC(O)=O.[F:26][C:27]([F:32])([F:31])[CH2:28][CH:29]=O.[BH-](OC(C)=O)(OC(C)=O)OC(C)=O.[Na+]. The catalyst is C(Cl)Cl. The product is [CH3:12][O:11][N:9]([CH3:10])[C:7]([C:6]1[C:2]([NH:1][CH2:29][CH2:28][C:27]([F:32])([F:31])[F:26])=[N:3][N:4]([CH2:13][C:14]2[CH:15]=[CH:16][C:17]([O:20][CH3:21])=[CH:18][CH:19]=2)[CH:5]=1)=[O:8]. The yield is 0.740.